This data is from Reaction yield outcomes from USPTO patents with 853,638 reactions. The task is: Predict the reaction yield, written as a fraction of the theoretical maximum amount of product (1.0 means a 100% yield; for example, 0.34 means a 34% yield). (1) The reactants are [Cl:1][C:2]1[CH:7]=[C:6]([O:8][C:9]2[CH:14]=[C:13]([F:15])[C:12]([N+:16]([O-])=O)=[CH:11][C:10]=2[F:19])[CH:5]=[CH:4][N:3]=1.[Cl-].[NH4+]. The catalyst is C1COCC1.CO.[Zn]. The product is [Cl:1][C:2]1[CH:7]=[C:6]([O:8][C:9]2[C:10]([F:19])=[CH:11][C:12]([NH2:16])=[C:13]([F:15])[CH:14]=2)[CH:5]=[CH:4][N:3]=1. The yield is 1.00. (2) The reactants are C([O:5][C:6](=O)[NH:7][C:8]1([C:14](=[O:37])[NH:15][C:16]2[CH:21]=[CH:20][C:19]([C:22]3[CH:27]=[CH:26][CH:25]=[CH:24][C:23]=3[S:28](=[O:35])(=[O:34])[NH:29]C(C)(C)C)=[CH:18][C:17]=2[F:36])[CH2:13][CH2:12][O:11][CH2:10][CH2:9]1)(C)(C)C.C(O)(C(F)(F)F)=O.C(N(CC)CC)C.[Cl:53][C:54]1[CH:59]=[CH:58][C:57]([N:60]=C=O)=[CH:56][CH:55]=1. The catalyst is C1COCC1. The product is [F:36][C:17]1[CH:18]=[C:19]([C:22]2[CH:27]=[CH:26][CH:25]=[CH:24][C:23]=2[S:28](=[O:34])(=[O:35])[NH2:29])[CH:20]=[CH:21][C:16]=1[NH:15][C:14]([C:8]1([NH:7][C:6]([NH:60][C:57]2[CH:58]=[CH:59][C:54]([Cl:53])=[CH:55][CH:56]=2)=[O:5])[CH2:9][CH2:10][O:11][CH2:12][CH2:13]1)=[O:37]. The yield is 0.690. (3) The reactants are [CH2:1]([O:3][CH2:4][C:5]([O:7][CH2:8]SC1C=CC=CC=1)=[O:6])[CH3:2].S(Cl)([Cl:19])(=O)=O.C1CCCCC=1. The catalyst is C(Cl)Cl. The product is [CH2:1]([O:3][CH2:4][C:5]([O:7][CH2:8][Cl:19])=[O:6])[CH3:2]. The yield is 0.970. (4) The reactants are [CH2:1]([C:3]1[CH:8]=[CH:7][C:6]([C:9]2[CH:17]=[C:16]3[C:12]([CH2:13][C:14](=[O:18])[NH:15]3)=[CH:11][CH:10]=2)=[CH:5][CH:4]=1)[CH3:2].[N:19]1([CH2:24][CH2:25][NH:26][C:27]([C:29]2[C:33]([CH3:34])=[C:32]([CH:35]=O)[NH:31][C:30]=2[CH3:37])=[O:28])[CH2:23][CH2:22][CH2:21][CH2:20]1. No catalyst specified. The product is [N:19]1([CH2:24][CH2:25][NH:26][C:27]([C:29]2[C:33]([CH3:34])=[C:32]([CH:35]=[C:13]3[C:12]4[C:16](=[CH:17][C:9]([C:6]5[CH:5]=[CH:4][C:3]([CH2:1][CH3:2])=[CH:8][CH:7]=5)=[CH:10][CH:11]=4)[NH:15][C:14]3=[O:18])[NH:31][C:30]=2[CH3:37])=[O:28])[CH2:23][CH2:22][CH2:21][CH2:20]1. The yield is 0.650. (5) The reactants are [CH2:1]([O:8][C:9]1[CH:14]=[CH:13][C:12](Br)=[CH:11][CH:10]=1)[C:2]1[CH:7]=[CH:6][CH:5]=[CH:4][CH:3]=1.C([Li])CCC.CON(C)[C:24]([CH:26]1[CH2:29][N:28]([C:30]([O:32][C:33]([CH3:36])([CH3:35])[CH3:34])=[O:31])[CH2:27]1)=[O:25]. The catalyst is C1COCC1. The product is [C:33]([O:32][C:30]([N:28]1[CH2:29][CH:26]([C:24](=[O:25])[C:12]2[CH:13]=[CH:14][C:9]([O:8][CH2:1][C:2]3[CH:7]=[CH:6][CH:5]=[CH:4][CH:3]=3)=[CH:10][CH:11]=2)[CH2:27]1)=[O:31])([CH3:36])([CH3:35])[CH3:34]. The yield is 0.750. (6) The reactants are [S:1]1[CH:5]=[CH:4][CH:3]=[C:2]1[CH2:6][NH:7][C:8]([C:10]1[NH:11][C:12]2[C:17]([CH:18]=1)=[CH:16][C:15]([C:19]1[CH:24]=[CH:23][CH:22]=[CH:21][CH:20]=1)=[CH:14][C:13]=2[Cl:25])=[O:9].[Cl:26]N1C(=O)CCC1=O. The catalyst is CN(C=O)C.CCOC(C)=O. The product is [S:1]1[CH:5]=[CH:4][CH:3]=[C:2]1[CH2:6][NH:7][C:8]([C:10]1[NH:11][C:12]2[C:17]([C:18]=1[Cl:26])=[CH:16][C:15]([C:19]1[CH:24]=[CH:23][CH:22]=[CH:21][CH:20]=1)=[CH:14][C:13]=2[Cl:25])=[O:9]. The yield is 0.710. (7) The reactants are [Li+].[OH-].[O-]S(S([O-])=O)=O.[Na+].[Na+].[C:11]([O-:14])([O-])=O.[K+].[K+].CCN=C=NC[CH2:23][CH2:24]N(C)C.[CH:28]1[CH:29]=[CH:30][C:31]2[N:36](O)N=N[C:32]=2[CH:33]=1.[ClH:38].[CH2:39]1[CH2:43][O:42][CH2:41][CH2:40]1. The catalyst is CCO.CN(C1C=CN=CC=1)C.CC#N.O. The product is [Cl:38][C:29]1[CH:28]=[CH:33][C:32]2[O:42][C:43]3[CH:39]=[CH:40][CH:41]=[CH:24][C:23]=3[C:11](=[O:14])[NH:36][C:31]=2[CH:30]=1. The yield is 0.660. (8) The reactants are C([O:5]C([N:8]1[CH2:17][CH2:16][C:15]2[N:14]([CH2:18][C:19]3[CH:24]=[CH:23][CH:22]=[CH:21][CH:20]=3)[N:13]=[C:12]([C:25]3[CH:30]=[CH:29][C:28]([Cl:31])=[CH:27][CH:26]=3)[C:11]=2[CH2:10][CH2:9]1)=O)(C)(C)C.[C:32]([O-:35])([O-:34])=O.[Na+].[Na+].ClC1C=CC(B2[O:49][C:48]3[CH:50]=CC=C[C:47]=3[O:46]2)=CC=1.C(OC(N1CCC2N(CC3C=CC=CC=3)N=C(OS(C(F)(F)F)(=O)=O)C=2CC1)=O)(C)(C)C.CC[O:88][C:89]([CH3:91])=[O:90]. The catalyst is C1(C)C=CC=CC=1.C1C=CC(P(C2C=CC=CC=2)[C-]2C=CC=C2)=CC=1.C1C=CC(P(C2C=CC=CC=2)[C-]2C=CC=C2)=CC=1.Cl[Pd]Cl.[Fe+2].C1(P(C2C=CC=CC=2)[C-]2C=CC=C2)C=CC=CC=1.[C-]1(P(C2C=CC=CC=2)C2C=CC=CC=2)C=CC=C1.[Fe+2].O. The product is [C:89]([OH:88])(=[O:90])[CH2:91][C:48]([CH2:50][C:32]([OH:35])=[O:34])([C:47]([OH:46])=[O:5])[OH:49].[CH2:18]([N:14]1[C:15]2[CH2:16][CH2:17][NH:8][CH2:9][CH2:10][C:11]=2[C:12]([C:25]2[CH:30]=[CH:29][C:28]([Cl:31])=[CH:27][CH:26]=2)=[N:13]1)[C:19]1[CH:24]=[CH:23][CH:22]=[CH:21][CH:20]=1. The yield is 0.920. (9) The reactants are [F:1][C:2]1[CH:3]=[C:4]([C@@:12]([NH:34][S@@](C(C)(C)C)=O)([C:20]2[CH:25]=[C:24]([O:26][C:27]([F:32])([F:31])[CH:28]([F:30])[F:29])[CH:23]=[C:22]([F:33])[CH:21]=2)[CH2:13][C:14]2[CH:19]=[CH:18][CH:17]=[CH:16][CH:15]=2)[CH:5]=[CH:6][C:7]=1[O:8][CH:9]([CH3:11])[CH3:10].Cl. The catalyst is CO.CCOCC. The product is [F:1][C:2]1[CH:3]=[C:4]([C@:12]([C:20]2[CH:25]=[C:24]([O:26][C:27]([F:31])([F:32])[CH:28]([F:29])[F:30])[CH:23]=[C:22]([F:33])[CH:21]=2)([NH2:34])[CH2:13][C:14]2[CH:19]=[CH:18][CH:17]=[CH:16][CH:15]=2)[CH:5]=[CH:6][C:7]=1[O:8][CH:9]([CH3:11])[CH3:10]. The yield is 1.00.